From a dataset of Catalyst prediction with 721,799 reactions and 888 catalyst types from USPTO. Predict which catalyst facilitates the given reaction. Reactant: Br[C:2]1[C:7]([F:8])=[CH:6][C:5]([O:9][CH2:10][CH2:11][O:12][CH3:13])=[CH:4][C:3]=1[F:14].[NH:15]1[CH2:20][CH2:19][NH:18][CH2:17][CH2:16]1.CC([O-])(C)C.[Na+].C1(P(C2C=CC=CC=2)C2C=CC3C(=CC=CC=3)C=2C2C3C(=CC=CC=3)C=CC=2P(C2C=CC=CC=2)C2C=CC=CC=2)C=CC=CC=1. Product: [F:14][C:3]1[CH:4]=[C:5]([O:9][CH2:10][CH2:11][O:12][CH3:13])[CH:6]=[C:7]([F:8])[C:2]=1[N:15]1[CH2:20][CH2:19][NH:18][CH2:17][CH2:16]1. The catalyst class is: 101.